Task: Binary Classification. Given a drug SMILES string, predict its activity (active/inactive) in a high-throughput screening assay against a specified biological target.. Dataset: Kir2.1 potassium channel HTS with 301,493 compounds The compound is S(=O)(=O)(CCCS(=O)(=O)c1ccc(cc1)C)c1ccc(cc1)C. The result is 1 (active).